Dataset: Peptide-MHC class II binding affinity with 134,281 pairs from IEDB. Task: Regression. Given a peptide amino acid sequence and an MHC pseudo amino acid sequence, predict their binding affinity value. This is MHC class II binding data. (1) The peptide sequence is ATPPGTSDEFPHSNG. The MHC is DRB1_0901 with pseudo-sequence DRB1_0901. The binding affinity (normalized) is 0. (2) The peptide sequence is LGGLWTAVSPHLSPL. The MHC is DRB1_1302 with pseudo-sequence DRB1_1302. The binding affinity (normalized) is 0.454. (3) The peptide sequence is LADKRPTAWFLPSIR. The MHC is DRB1_0404 with pseudo-sequence DRB1_0404. The binding affinity (normalized) is 0.241. (4) The peptide sequence is KYDAYVATLSEALRI. The MHC is HLA-DPA10201-DPB10101 with pseudo-sequence HLA-DPA10201-DPB10101. The binding affinity (normalized) is 0.511. (5) The peptide sequence is RIVVPCREQDELIGR. The MHC is DRB1_1301 with pseudo-sequence DRB1_1301. The binding affinity (normalized) is 0.311. (6) The peptide sequence is ALYEKKLALYLLLAL. The MHC is DRB1_1301 with pseudo-sequence DRB1_1301. The binding affinity (normalized) is 0.610. (7) The MHC is HLA-DPA10103-DPB10401 with pseudo-sequence HLA-DPA10103-DPB10401. The peptide sequence is GTWTYDGSVVA. The binding affinity (normalized) is 0.0473. (8) The peptide sequence is WPKSHTLWSNGVLES. The MHC is DRB1_1302 with pseudo-sequence DRB1_1302. The binding affinity (normalized) is 0.623. (9) The peptide sequence is YGVEGTKTPVSPGEM. The MHC is HLA-DQA10102-DQB10501 with pseudo-sequence HLA-DQA10102-DQB10501. The binding affinity (normalized) is 0.588. (10) The peptide sequence is VKKYFAATQFEPLAA. The MHC is HLA-DPA10301-DPB10402 with pseudo-sequence HLA-DPA10301-DPB10402. The binding affinity (normalized) is 0.877.